Dataset: Reaction yield outcomes from USPTO patents with 853,638 reactions. Task: Predict the reaction yield, written as a fraction of the theoretical maximum amount of product (1.0 means a 100% yield; for example, 0.34 means a 34% yield). (1) The reactants are [CH3:1][O:2][CH2:3][CH2:4][O:5][CH2:6][CH2:7][O:8][CH2:9][CH2:10][O:11][C:12]1[C:21]2[C:16](=[CH:17][CH:18]=[CH:19][CH:20]=2)[CH:15]=[CH:14][CH:13]=1.[CH2:22]1[S:26](=O)[CH2:25][CH2:24][CH2:23]1.C(OC(C)C)(C)C.[F:35][C:36]([F:59])([S:55]([O-:58])(=[O:57])=[O:56])[CH:37]([O:42][C:43]([C:45]12[CH2:54][CH:49]3[CH2:50][CH:51]([CH2:53][CH:47]([CH2:48]3)[CH2:46]1)[CH2:52]2)=[O:44])[C:38]([F:41])([F:40])[F:39].C([N+](C)(C)C)C1C=CC=CC=1. The catalyst is CS(O)(=O)=O.O=P12OP3(OP(OP(O3)(O1)=O)(=O)O2)=O.O. The product is [CH3:1][O:2][CH2:3][CH2:4][O:5][CH2:6][CH2:7][O:8][CH2:9][CH2:10][O:11][C:12]1[C:21]2[C:16](=[CH:17][CH:18]=[CH:19][CH:20]=2)[CH:15]=[CH:14][CH:13]=1.[C:45]12([C:43]([O:42][CH:37]([C:38]([F:41])([F:39])[F:40])[C:36]([F:35])([F:59])[S:55]([O-:58])(=[O:56])=[O:57])=[O:44])[CH2:46][CH:47]3[CH2:53][CH:51]([CH2:50][CH:49]([CH2:48]3)[CH2:54]1)[CH2:52]2.[SH+:26]1[CH2:22][CH2:23][CH2:24][CH2:25]1. The yield is 0.800. (2) The reactants are C(O[C:4](=[O:13])[CH2:5][N:6]1[CH:10]=[CH:9][N:8]=[C:7]1[CH2:11][CH3:12])C.O.[NH2:15][NH2:16]. The catalyst is C(O)CCC. The product is [CH2:11]([C:7]1[N:6]([CH2:5][C:4]([NH:15][NH2:16])=[O:13])[CH:10]=[CH:9][N:8]=1)[CH3:12]. The yield is 0.940. (3) The reactants are C(OC(N(C)[C@@H](C)C(N[C@@H](C(C)(C)C)C(N1[C@H](C(=O)N[C@H]2C3C(=CC=CC=3)CCC2)CC2C(=CC(C(O)=O)=CC=2)C1)=O)=O)=O)(C)(C)C.[C:48]([O:52][C:53]([N:55]1[C@H:59]([C:60]([O:62]C)=[O:61])[CH2:58][CH:57]([C:64]2[CH:73]=[C:72]3[C:67]([CH2:68][C@@H:69]([C:81]([O:83]C)=[O:82])[N:70]([C:74]([O:76][C:77]([CH3:80])([CH3:79])[CH3:78])=[O:75])[CH2:71]3)=[CH:66][CH:65]=2)[CH2:56]1)=[O:54])([CH3:51])([CH3:50])[CH3:49]. No catalyst specified. The product is [C:77]([O:76][C:74]([N:70]1[C@H:69]([C:81]([OH:83])=[O:82])[CH2:68][C:67]2[C:72](=[CH:73][C:64]([C@H:57]3[CH2:58][C@@H:59]([C:60]([OH:62])=[O:61])[N:55]([C:53]([O:52][C:48]([CH3:51])([CH3:50])[CH3:49])=[O:54])[CH2:56]3)=[CH:65][CH:66]=2)[CH2:71]1)=[O:75])([CH3:80])([CH3:79])[CH3:78]. The yield is 0.950. (4) The reactants are CS(O[CH2:6][CH2:7][N:8]1[CH:12]=[C:11]([C:13]2[CH:18]=[C:17]([C:19]([O:21]C)=[O:20])[CH:16]=[CH:15][N:14]=2)[N:10]=[CH:9]1)(=O)=O.[CH3:23][O:24][C:25]1[CH:32]=[CH:31][CH:30]=[CH:29][C:26]=1[CH2:27][NH2:28]. No catalyst specified. The product is [CH3:23][O:24][C:25]1[CH:32]=[CH:31][CH:30]=[CH:29][C:26]=1[CH2:27][NH:28][CH2:6][CH2:7][N:8]1[CH:12]=[C:11]([C:13]2[CH:18]=[C:17]([C:19]([OH:21])=[O:20])[CH:16]=[CH:15][N:14]=2)[N:10]=[CH:9]1. The yield is 0.190. (5) The reactants are [F:1][C:2]1[CH:21]=[CH:20][CH:19]=[CH:18][C:3]=1[CH2:4][O:5][C:6]1[CH:17]=[CH:16][C:9]([C:10](N(C)OC)=[O:11])=[CH:8][CH:7]=1.[CH:22]([Mg]Br)=[CH2:23]. The catalyst is C1COCC1. The product is [F:1][C:2]1[CH:21]=[CH:20][CH:19]=[CH:18][C:3]=1[CH2:4][O:5][C:6]1[CH:7]=[CH:8][C:9]([C:10](=[O:11])[CH:22]=[CH2:23])=[CH:16][CH:17]=1. The yield is 0.910. (6) The reactants are Br[C:2]1[CH:7]=[CH:6][CH:5]=[CH:4][C:3]=1[O:8][CH3:9].[Mg].[CH2:11]([N:13]([CH2:24][CH3:25])[C:14]([C:16]1[CH:23]=[CH:22][C:19]([CH:20]=[O:21])=[CH:18][CH:17]=1)=[O:15])[CH3:12].[Cl-].[NH4+]. The catalyst is O1CCCC1. The product is [CH2:24]([N:13]([CH2:11][CH3:12])[C:14]([C:16]1[CH:23]=[CH:22][C:19]([CH:20]([OH:21])[C:2]2[CH:7]=[CH:6][CH:5]=[CH:4][C:3]=2[O:8][CH3:9])=[CH:18][CH:17]=1)=[O:15])[CH3:25]. The yield is 0.930. (7) The reactants are Br[C:2]1[NH:3][C:4]2[C:9]([C:10]=1[CH:11]1[CH2:16][CH2:15][CH2:14][CH2:13][CH2:12]1)=[CH:8][CH:7]=[C:6]([C:17]([O:19][CH3:20])=[O:18])[CH:5]=2.[F:21][C:22]1[CH:27]=[CH:26][C:25]([NH2:28])=[C:24](B2OC(C)(C)C(C)(C)O2)[CH:23]=1.C(=O)([O-])O.[Na+]. The catalyst is COCCOC.O.C1C=CC([P]([Pd]([P](C2C=CC=CC=2)(C2C=CC=CC=2)C2C=CC=CC=2)([P](C2C=CC=CC=2)(C2C=CC=CC=2)C2C=CC=CC=2)[P](C2C=CC=CC=2)(C2C=CC=CC=2)C2C=CC=CC=2)(C2C=CC=CC=2)C2C=CC=CC=2)=CC=1. The product is [NH2:28][C:25]1[CH:26]=[CH:27][C:22]([F:21])=[CH:23][C:24]=1[C:2]1[NH:3][C:4]2[C:9]([C:10]=1[CH:11]1[CH2:16][CH2:15][CH2:14][CH2:13][CH2:12]1)=[CH:8][CH:7]=[C:6]([C:17]([O:19][CH3:20])=[O:18])[CH:5]=2. The yield is 0.957. (8) The reactants are [CH3:1][C:2]1[C:7]([N+:8]([O-])=O)=[CH:6][CH:5]=[CH:4][C:3]=1[O:11][CH3:12].C(O)(C(F)(F)F)=O.CC#N.O. The catalyst is C(O)C.[Pd]. The product is [CH3:1][C:2]1[C:3]([O:11][CH3:12])=[CH:4][CH:5]=[CH:6][C:7]=1[NH2:8]. The yield is 0.980. (9) The reactants are [CH:1]1([C:6]([C:8]2[CH:13]=[CH:12][CH:11]=[CH:10][C:9]=2F)=O)[CH2:5][CH2:4][CH2:3][CH2:2]1.[NH2:15][NH2:16]. No catalyst specified. The product is [CH:1]1([C:6]2[C:8]3[C:9](=[CH:10][CH:11]=[CH:12][CH:13]=3)[NH:16][N:15]=2)[CH2:5][CH2:4][CH2:3][CH2:2]1. The yield is 0.890. (10) The reactants are [OH:1][C:2]1[C:3]([C:16](=[O:18])[CH3:17])=[N:4][N:5]([CH2:7][C:8]2[CH:13]=[CH:12][C:11]([O:14][CH3:15])=[CH:10][CH:9]=2)[CH:6]=1.[CH2:19]([N:26]1[CH2:31][CH2:30][C:29](=O)[CH2:28][CH2:27]1)[C:20]1[CH:25]=[CH:24][CH:23]=[CH:22][CH:21]=1.N1CCCC1. The catalyst is CO. The product is [CH2:19]([N:26]1[CH2:31][CH2:30][C:29]2([O:1][C:2]3[C:3](=[N:4][N:5]([CH2:7][C:8]4[CH:9]=[CH:10][C:11]([O:14][CH3:15])=[CH:12][CH:13]=4)[CH:6]=3)[C:16](=[O:18])[CH2:17]2)[CH2:28][CH2:27]1)[C:20]1[CH:25]=[CH:24][CH:23]=[CH:22][CH:21]=1. The yield is 0.720.